This data is from Full USPTO retrosynthesis dataset with 1.9M reactions from patents (1976-2016). The task is: Predict the reactants needed to synthesize the given product. (1) Given the product [Cl:17][CH2:18][C:19]([NH:1][C:2]1[CH:7]=[C:6]([CH3:8])[CH:5]=[C:4]([CH3:9])[C:3]=1[OH:10])=[O:20], predict the reactants needed to synthesize it. The reactants are: [NH2:1][C:2]1[CH:7]=[C:6]([CH3:8])[CH:5]=[C:4]([CH3:9])[C:3]=1[OH:10].O.C(=O)([O-])O.[Na+].[Cl:17][CH2:18][C:19](Cl)=[O:20]. (2) Given the product [CH3:30][O:29][CH2:28][CH2:27][O:75][C:70]1[CH:69]=[C:99]2[C:100]([NH:101][C:16]3[CH:17]=[CH:18][CH:19]=[C:14]([C:13]#[CH:12])[CH:15]=3)=[N:102][CH:103]=[N:104][C:105]2=[CH:72][C:71]=1[O:74][CH2:67][CH2:66][O:65][CH3:64].[ClH:25], predict the reactants needed to synthesize it. The reactants are: N[C@H](C(O)=O)CCC(=O)O.N[C@H:12](C(O)=O)[CH2:13][C:14]1[CH:19]=[CH:18][C:17](O)=[CH:16][CH:15]=1.[Mg+2].[Cl-:25].[Cl-].[CH2:27](N(CC(O)=O)CC(O)=O)[CH2:28][O:29][CH2:30][CH2:30][O:29][CH2:28][CH2:27]N(CC(O)=O)CC(O)=O.CCCCCCCCCCC[CH2:64][O:65][CH2:66][CH2:67]O.[CH2:69](S)[C@@H:70]([OH:75])[C@H:71]([OH:74])[CH2:72]S.P(OC[C@H]1O[C@@H](N2[C:105]3[N:104]=[CH:103][N:102]=[C:100]([NH2:101])[C:99]=3N=C2)[C@H](O)[C@@H]1O)(OP(OP(O)(O)=O)(O)=O)(=O)O.